From a dataset of Reaction yield outcomes from USPTO patents with 853,638 reactions. Predict the reaction yield, written as a fraction of the theoretical maximum amount of product (1.0 means a 100% yield; for example, 0.34 means a 34% yield). (1) The reactants are [NH2:1][C:2]1[C:13]([O:14][CH3:15])=[CH:12][C:5]2[CH2:6][C:7](=[O:11])[NH:8][CH2:9][CH2:10][C:4]=2[CH:3]=1.Cl[C:17]1[N:22]=[C:21]([NH:23][C@@H:24]2[CH2:29][CH2:28][CH2:27][CH2:26][C@H:25]2[NH:30][S:31]([CH3:34])(=[O:33])=[O:32])[C:20]([Cl:35])=[CH:19][N:18]=1.Cl.O1CCOCC1. The catalyst is COCCO. The product is [Cl:35][C:20]1[C:21]([NH:23][C@@H:24]2[CH2:29][CH2:28][CH2:27][CH2:26][C@H:25]2[NH:30][S:31]([CH3:34])(=[O:33])=[O:32])=[N:22][C:17]([NH:1][C:2]2[C:13]([O:14][CH3:15])=[CH:12][C:5]3[CH2:6][C:7](=[O:11])[NH:8][CH2:9][CH2:10][C:4]=3[CH:3]=2)=[N:18][CH:19]=1. The yield is 0.300. (2) The reactants are [CH3:1][O:2][C:3]1[CH:8]=[CH:7][CH:6]=[CH:5][C:4]=1[CH:9]1[CH2:14][CH2:13][NH:12][CH2:11][CH2:10]1.Cl[CH2:16][C:17]1[NH:18][C:19]2[CH:25]=[CH:24][CH:23]=[CH:22][C:20]=2[N:21]=1.C([O-])([O-])=O.[Cs+].[Cs+].O. The catalyst is CN(C=O)C. The product is [CH3:1][O:2][C:3]1[CH:8]=[CH:7][CH:6]=[CH:5][C:4]=1[CH:9]1[CH2:14][CH2:13][N:12]([CH2:16][C:17]2[NH:21][C:20]3[CH:22]=[CH:23][CH:24]=[CH:25][C:19]=3[N:18]=2)[CH2:11][CH2:10]1. The yield is 0.250.